Dataset: Catalyst prediction with 721,799 reactions and 888 catalyst types from USPTO. Task: Predict which catalyst facilitates the given reaction. (1) Reactant: Cl[C:2]1[CH:7]=[CH:6][N:5]=[C:4]([NH:8][CH:9]2[CH2:14][C:13]([CH3:16])([CH3:15])[NH:12][C:11]([CH3:18])([CH3:17])[CH2:10]2)[N:3]=1.C([Si](C)(C)[N:24]1[C:32]2[C:27](=[CH:28][CH:29]=[CH:30][CH:31]=2)[C:26](B(O)O)=[CH:25]1)(C)(C)C.CCCC[N+](CCCC)(CCCC)CCCC.[F-]. Product: [NH:24]1[C:32]2[C:27](=[CH:28][CH:29]=[CH:30][CH:31]=2)[C:26]([C:2]2[CH:7]=[CH:6][N:5]=[C:4]([NH:8][CH:9]3[CH2:14][C:13]([CH3:16])([CH3:15])[NH:12][C:11]([CH3:18])([CH3:17])[CH2:10]3)[N:3]=2)=[CH:25]1. The catalyst class is: 235. (2) Reactant: [Cl:1][C:2]1[N:7]=[C:6]([N:8]2[CH2:14][C@H:13]3[N:15](C(OC(C)(C)C)=O)[C@H:10]([CH2:11][CH2:12]3)[CH2:9]2)[CH:5]=[CH:4][N:3]=1.Cl.[CH3:24][N:25]1[CH:29]=[C:28]([NH2:30])[CH:27]=[N:26]1. Product: [ClH:1].[C@@H:13]12[NH:15][C@@H:10]([CH2:11][CH2:12]1)[CH2:9][N:8]([C:6]1[CH:5]=[CH:4][N:3]=[C:2]([NH:30][C:28]3[CH:27]=[N:26][N:25]([CH3:24])[CH:29]=3)[N:7]=1)[CH2:14]2. The catalyst class is: 41.